This data is from Peptide-MHC class I binding affinity with 185,985 pairs from IEDB/IMGT. The task is: Regression. Given a peptide amino acid sequence and an MHC pseudo amino acid sequence, predict their binding affinity value. This is MHC class I binding data. (1) The peptide sequence is RRAAERGFK. The binding affinity (normalized) is 0.699. The MHC is HLA-B27:05 with pseudo-sequence HLA-B27:05. (2) The peptide sequence is SHSIPNGLL. The MHC is HLA-B40:01 with pseudo-sequence HLA-B40:01. The binding affinity (normalized) is 0.0847. (3) The peptide sequence is SESTIDIIL. The MHC is HLA-A69:01 with pseudo-sequence HLA-A69:01. The binding affinity (normalized) is 0.0847. (4) The peptide sequence is LTAPGGGDPEV. The MHC is Mamu-A02 with pseudo-sequence Mamu-A02. The binding affinity (normalized) is 0.570.